Dataset: Full USPTO retrosynthesis dataset with 1.9M reactions from patents (1976-2016). Task: Predict the reactants needed to synthesize the given product. (1) The reactants are: CS(O[CH:6]([CH2:23][NH:24][S:25]([C:28]1[CH:33]=[CH:32][C:31]([O:34][C:35]([F:38])([F:37])[F:36])=[CH:30][CH:29]=1)(=[O:27])=[O:26])[CH2:7][N:8]1[C:14]2[CH:15]=[CH:16][CH:17]=[CH:18][C:13]=2[CH2:12][CH2:11][C:10]2[CH:19]=[CH:20][CH:21]=[CH:22][C:9]1=2)(=O)=O.[C-:39]#[N:40].[Na+]. Given the product [C:39]([CH:6]([CH2:7][N:8]1[C:14]2[CH:15]=[CH:16][CH:17]=[CH:18][C:13]=2[CH2:12][CH2:11][C:10]2[CH:19]=[CH:20][CH:21]=[CH:22][C:9]1=2)[CH2:23][NH:24][S:25]([C:28]1[CH:29]=[CH:30][C:31]([O:34][C:35]([F:38])([F:37])[F:36])=[CH:32][CH:33]=1)(=[O:26])=[O:27])#[N:40], predict the reactants needed to synthesize it. (2) The reactants are: [CH3:1][NH:2][C:3]1[CH:8]=[CH:7][C:6]([C:9]([F:12])([F:11])[F:10])=[CH:5][CH:4]=1.C(N(CC)CC)C.[Cl-].ClC1N(C)CC[NH+]1C.[CH3:29][O:30][C:31]1[C:32](=[O:55])[C:33]([CH3:54])=[C:34]([CH2:40][C:41]2[CH:42]=[CH:43][C:44]([O:50][C:51](=[O:53])[CH3:52])=[C:45]([CH:49]=2)[C:46](O)=[O:47])[C:35](=[O:39])[C:36]=1[O:37][CH3:38]. Given the product [CH3:1][N:2]([C:46](=[O:47])[C:45]1[CH:49]=[C:41]([CH2:40][C:34]2[C:35](=[O:39])[C:36]([O:37][CH3:38])=[C:31]([O:30][CH3:29])[C:32](=[O:55])[C:33]=2[CH3:54])[CH:42]=[CH:43][C:44]=1[O:50][C:51](=[O:53])[CH3:52])[C:3]1[CH:4]=[CH:5][C:6]([C:9]([F:10])([F:11])[F:12])=[CH:7][CH:8]=1, predict the reactants needed to synthesize it.